Dataset: Catalyst prediction with 721,799 reactions and 888 catalyst types from USPTO. Task: Predict which catalyst facilitates the given reaction. (1) Reactant: C([Mg]Cl)(C)C.Br[C:7]1[CH:8]=[C:9]([C:13]#[N:14])[S:10][C:11]=1[Cl:12].C[O:16][S:17]([C:19]1[CH:24]=[CH:23][CH:22]=[C:21]([Br:25])[CH:20]=1)=O.[Cl-].[NH4+]. Product: [Br:25][C:21]1[CH:20]=[C:19]([S:17]([C:7]2[CH:8]=[C:9]([C:13]#[N:14])[S:10][C:11]=2[Cl:12])=[O:16])[CH:24]=[CH:23][CH:22]=1. The catalyst class is: 56. (2) Reactant: [CH3:1][C:2]1([CH3:16])[CH2:7][O:6][CH:5]([C:8]2[CH:13]=[CH:12][CH:11]=[CH:10][CH:9]=2)[O:4][C@H:3]1[CH2:14][OH:15].C(N(CC)CC)C.CS(C)=O. Product: [CH3:1][C:2]1([CH3:16])[CH2:7][O:6][CH:5]([C:8]2[CH:9]=[CH:10][CH:11]=[CH:12][CH:13]=2)[O:4][C@H:3]1[CH:14]=[O:15]. The catalyst class is: 4. (3) Reactant: [F:1][C:2]1[CH:32]=[CH:31][C:30]([C:33]([NH:35][C:36]2[CH:41]=[C:40]([CH3:42])[CH:39]=[CH:38][C:37]=2[F:43])=[O:34])=[CH:29][C:3]=1[O:4][C:5]1[CH:10]=[CH:9][N:8]=[C:7]([C:11]2[NH:15][CH:14]=[C:13]([C:16]([NH:18][CH:19]([CH2:23][CH2:24][C:25]([O:27][CH3:28])=[O:26])[C:20]([OH:22])=O)=[O:17])[CH:12]=2)[CH:6]=1.CN(C(O[N:52]1N=N[C:54]2C=CC=N[C:53]1=2)=[N+](C)C)C.F[P-](F)(F)(F)(F)F.C(N(CC)C(C)C)(C)C.Cl. Product: [CH2:53]([NH:52][C:20](=[O:22])[CH:19]([NH:18][C:16]([C:13]1[CH:12]=[C:11]([C:7]2[CH:6]=[C:5]([O:4][C:3]3[CH:29]=[C:30]([C:33]([NH:35][C:36]4[CH:41]=[C:40]([CH3:42])[CH:39]=[CH:38][C:37]=4[F:43])=[O:34])[CH:31]=[CH:32][C:2]=3[F:1])[CH:10]=[CH:9][N:8]=2)[NH:15][CH:14]=1)=[O:17])[CH2:23][CH2:24][C:25]([O:27][CH3:28])=[O:26])[CH3:54]. The catalyst class is: 30. (4) Product: [F:21][C:2]([F:1])([F:20])[C:3]1[CH:4]=[CH:5][C:6]([CH2:7][CH:8]2[CH2:13][CH:12]([C:14]([O:16][CH3:17])=[O:15])[CH2:11][CH2:10][N:9]2[C:31]([O:32][CH3:33])=[O:34])=[CH:18][CH:19]=1. Reactant: [F:1][C:2]([F:21])([F:20])[C:3]1[CH:19]=[CH:18][C:6]([CH2:7][CH:8]2[CH2:13][CH:12]([C:14]([O:16][CH3:17])=[O:15])[CH2:11][CH2:10][NH:9]2)=[CH:5][CH:4]=1.CCN(C(C)C)C(C)C.[C:31](Cl)(=[O:34])[O:32][CH3:33]. The catalyst class is: 363.